This data is from Forward reaction prediction with 1.9M reactions from USPTO patents (1976-2016). The task is: Predict the product of the given reaction. (1) Given the reactants [NH2:1][C:2]1[CH:7]=[CH:6][CH:5]=[CH:4][CH:3]=1.C(OC([NH:15][CH2:16][CH2:17][CH2:18][CH2:19][C@H:20]([NH:24][C:25]([O:27][CH2:28][CH:29]1[C:41]2[CH:40]=[CH:39][CH:38]=[CH:37][C:36]=2[C:35]2[C:30]1=[CH:31][CH:32]=[CH:33][CH:34]=2)=[O:26])[C:21](O)=[O:22])=O)(C)(C)C, predict the reaction product. The product is: [CH:31]1[C:30]2[CH:29]([CH2:28][O:27][C:25](=[O:26])[NH:24][C@H:20]([C:21](=[O:22])[NH:1][C:2]3[CH:7]=[CH:6][CH:5]=[CH:4][CH:3]=3)[CH2:19][CH2:18][CH2:17][CH2:16][NH2:15])[C:41]3[C:36](=[CH:37][CH:38]=[CH:39][CH:40]=3)[C:35]=2[CH:34]=[CH:33][CH:32]=1. (2) Given the reactants [Cl:1][C:2]1[CH:7]=[CH:6][CH:5]=[C:4]([Cl:8])[C:3]=1[CH2:9][S:10]([C:13]1[CH:14]=[C:15]2[C:19](=[CH:20][CH:21]=1)[NH:18][C:17](=[O:22])/[C:16]/2=[CH:23]\[C:24]1[NH:28][C:27]([CH3:29])=[C:26]([C:30]([OH:32])=O)[C:25]=1[CH3:33])(=[O:12])=[O:11].C1C=CC2N(O)N=NC=2C=1.CCN=C=NCCCN(C)C.[N:55]1([CH2:60][C@@H:61]2[CH2:66][CH2:65][CH2:64][NH:63][CH2:62]2)[CH2:59][CH2:58][CH2:57][CH2:56]1, predict the reaction product. The product is: [Cl:1][C:2]1[CH:7]=[CH:6][CH:5]=[C:4]([Cl:8])[C:3]=1[CH2:9][S:10]([C:13]1[CH:14]=[C:15]2[C:19](=[CH:20][CH:21]=1)[NH:18][C:17](=[O:22])/[C:16]/2=[CH:23]\[C:24]1[NH:28][C:27]([CH3:29])=[C:26]([C:30]([N:63]2[CH2:64][CH2:65][CH2:66][C@@H:61]([CH2:60][N:55]3[CH2:56][CH2:57][CH2:58][CH2:59]3)[CH2:62]2)=[O:32])[C:25]=1[CH3:33])(=[O:12])=[O:11]. (3) The product is: [C:11]([C:9]1[CH:10]=[C:5]2[N:4]=[CH:3][C:2]([C:16]#[C:15][C:17]3[CH:22]=[CH:21][C:20]([F:23])=[CH:19][CH:18]=3)=[CH:7][N:6]2[N:8]=1)([CH3:14])([CH3:13])[CH3:12]. Given the reactants Br[C:2]1[CH:3]=[N:4][C:5]2[N:6]([N:8]=[C:9]([C:11]([CH3:14])([CH3:13])[CH3:12])[CH:10]=2)[CH:7]=1.[C:15]([C:17]1[CH:22]=[CH:21][C:20]([F:23])=[CH:19][CH:18]=1)#[CH:16], predict the reaction product. (4) Given the reactants [Cl:1][C:2]1[CH:3]=[C:4]([CH2:9][C:10]([OH:12])=[O:11])[CH:5]=[C:6]([OH:8])[CH:7]=1.[C:13](Cl)(=O)C, predict the reaction product. The product is: [Cl:1][C:2]1[CH:3]=[C:4]([CH2:9][C:10]([O:12][CH3:13])=[O:11])[CH:5]=[C:6]([OH:8])[CH:7]=1.